This data is from Full USPTO retrosynthesis dataset with 1.9M reactions from patents (1976-2016). The task is: Predict the reactants needed to synthesize the given product. (1) The reactants are: [F:1][C:2]1[C:7](B(O)O)=[CH:6][CH:5]=[CH:4][N:3]=1.[Br:11][C:12]1[CH:13]=[C:14]2[C@@:25]3([N:30]=[C:29]([NH2:31])[CH2:28][O:27][CH2:26]3)[C:24]3[C:19](=[CH:20][CH:21]=[C:22](I)[CH:23]=3)[O:18][C:15]2=[N:16][CH:17]=1.C(=O)([O-])[O-].[K+].[K+].O1CCOCC1. Given the product [Br:11][C:12]1[CH:13]=[C:14]2[C:25]3([N:30]=[C:29]([NH2:31])[CH2:28][O:27][CH2:26]3)[C:24]3[C:19](=[CH:20][CH:21]=[C:22]([C:7]4[C:2]([F:1])=[N:3][CH:4]=[CH:5][CH:6]=4)[CH:23]=3)[O:18][C:15]2=[N:16][CH:17]=1, predict the reactants needed to synthesize it. (2) Given the product [Na+:34].[Na+:34].[P:1]([O-:31])([O-:32])([O:3][CH2:4][N:5]1[CH:14]=[C:13]([C:15]2[CH:16]=[CH:17][C:18]([O:21][CH3:22])=[CH:19][CH:20]=2)[C:12](=[O:23])[C:11]2[C:6]1=[C:7]([O:27][CH2:28][CH2:29][CH3:30])[CH:8]=[C:9]1[CH2:26][CH2:25][CH2:24][C:10]1=2)=[O:2], predict the reactants needed to synthesize it. The reactants are: [P:1]([O-:32])([O-:31])([O:3][CH2:4][N:5]1[CH:14]=[C:13]([C:15]2[CH:20]=[CH:19][C:18]([O:21][CH3:22])=[CH:17][CH:16]=2)[C:12](=[O:23])[C:11]2[C:6]1=[C:7]([O:27][CH2:28][CH2:29][CH3:30])[CH:8]=[C:9]1[CH2:26][CH2:25][CH2:24][C:10]1=2)=[O:2].[OH-].[Na+:34]. (3) Given the product [O:27]1[C:26]2[CH:25]=[CH:24][CH:23]=[C:22]([C:20]([NH:32][NH2:33])=[O:19])[C:30]=2[O:29][CH2:28]1, predict the reactants needed to synthesize it. The reactants are: N1C2C=CC=C(C(O)=O)C=2NC=1.S(=O)(=O)(O)O.C[O:19][C:20]([C:22]1[C:30]2[O:29][CH2:28][O:27][C:26]=2[CH:25]=[CH:24][CH:23]=1)=O.O.[NH2:32][NH2:33]. (4) Given the product [CH:2]([O:5][C:6]1[CH:12]=[CH:11][CH:10]=[CH:9][C:7]=1[N:8]=[C:19]=[S:20])([CH3:4])[CH3:3], predict the reactants needed to synthesize it. The reactants are: Cl.[CH:2]([O:5][C:6]1[CH:12]=[CH:11][CH:10]=[CH:9][C:7]=1[NH2:8])([CH3:4])[CH3:3].C([O-])([O-])=O.[Na+].[Na+].[C:19](Cl)(Cl)=[S:20]. (5) Given the product [CH2:1]([C:9]1[CH:14]=[CH:13][C:12]([CH:15]2[CH2:19][CH2:18][C:17](=[O:20])[CH2:16]2)=[CH:11][CH:10]=1)[CH2:2][CH2:3][CH2:4][CH2:5][CH2:6][CH2:7][CH3:8], predict the reactants needed to synthesize it. The reactants are: [C:1]([C:9]1[CH:14]=[CH:13][C:12]([CH:15]2[CH2:19][CH2:18][C:17](=[O:20])[CH2:16]2)=[CH:11][CH:10]=1)#[C:2][CH2:3][CH2:4][CH2:5][CH2:6][CH2:7][CH3:8]. (6) Given the product [CH3:1][C:2]1[CH:3]=[C:4]([CH:20]=[CH:21][CH:22]=1)[O:5][CH2:6][C:7]1[NH:15][C:14]2[C:9](=[N:10][CH:11]=[CH:12][C:13]=2[C:16]([OH:18])=[O:17])[CH:8]=1, predict the reactants needed to synthesize it. The reactants are: [CH3:1][C:2]1[CH:3]=[C:4]([CH:20]=[CH:21][CH:22]=1)[O:5][CH2:6][C:7]1[NH:15][C:14]2[C:9](=[N:10][CH:11]=[CH:12][C:13]=2[C:16]([O:18]C)=[O:17])[CH:8]=1. (7) Given the product [CH3:39][O:38][C:35]1[CH:36]=[CH:37][C:32]([C:31]([NH:23][C:16]2[C:17]3[C:22](=[CH:21][CH:20]=[CH:19][CH:18]=3)[C:13]([C:11]3[CH:10]=[CH:9][N:8]=[C:7]([N:1]4[CH2:6][CH2:5][O:4][CH2:3][CH2:2]4)[N:12]=3)=[CH:14][N:15]=2)=[O:40])=[CH:33][CH:34]=1, predict the reactants needed to synthesize it. The reactants are: [N:1]1([C:7]2[N:12]=[C:11]([C:13]3[C:22]4[C:17](=[CH:18][CH:19]=[CH:20][CH:21]=4)[C:16]([NH2:23])=[N:15][CH:14]=3)[CH:10]=[CH:9][N:8]=2)[CH2:6][CH2:5][O:4][CH2:3][CH2:2]1.CN1CCOCC1.[C:31](Cl)(=[O:40])[C:32]1[CH:37]=[CH:36][C:35]([O:38][CH3:39])=[CH:34][CH:33]=1.O. (8) Given the product [OH:19][CH2:15][CH2:16][C:17]#[C:18][C:2]1[CH:14]=[CH:13][C:5]([C:6]([O:8][C:9]([CH3:12])([CH3:11])[CH3:10])=[O:7])=[CH:4][CH:3]=1, predict the reactants needed to synthesize it. The reactants are: I[C:2]1[CH:14]=[CH:13][C:5]([C:6]([O:8][C:9]([CH3:12])([CH3:11])[CH3:10])=[O:7])=[CH:4][CH:3]=1.[CH2:15]([OH:19])[CH2:16][C:17]#[CH:18]. (9) Given the product [C:1]([N:4]1[C:13]2[C:8](=[CH:9][C:10]([C:14]3[CH:23]=[CH:22][C:17]([C:18]([OH:20])=[O:19])=[CH:16][C:15]=3[CH3:24])=[CH:11][CH:12]=2)[C@H:7]([NH:25][C:26]([O:28][CH:29]([CH3:31])[CH3:30])=[O:27])[CH2:6][C@@H:5]1[CH3:32])(=[O:3])[CH3:2], predict the reactants needed to synthesize it. The reactants are: [C:1]([N:4]1[C:13]2[C:8](=[CH:9][C:10]([C:14]3[CH:23]=[CH:22][C:17]([C:18]([O:20]C)=[O:19])=[CH:16][C:15]=3[CH3:24])=[CH:11][CH:12]=2)[C@H:7]([NH:25][C:26]([O:28][CH:29]([CH3:31])[CH3:30])=[O:27])[CH2:6][C@@H:5]1[CH3:32])(=[O:3])[CH3:2].[OH-].[Na+].CS(C)=O.CC#N.